Dataset: Forward reaction prediction with 1.9M reactions from USPTO patents (1976-2016). Task: Predict the product of the given reaction. (1) Given the reactants [OH:1][CH:2]([C:17]1[CH:22]=[CH:21][CH:20]=[CH:19][CH:18]=1)[CH2:3][NH:4][C:5]1[CH:13]=[CH:12][C:8]([C:9]([OH:11])=[O:10])=[CH:7][C:6]=1[N+:14]([O-:16])=[O:15].CC(OI1(OC(C)=O)(OC(C)=O)OC(=O)C2C=CC=CC1=2)=O, predict the reaction product. The product is: [N+:14]([C:6]1[CH:7]=[C:8]([CH:12]=[CH:13][C:5]=1[NH:4][CH2:3][C:2](=[O:1])[C:17]1[CH:18]=[CH:19][CH:20]=[CH:21][CH:22]=1)[C:9]([OH:11])=[O:10])([O-:16])=[O:15]. (2) Given the reactants Br[C:2]1[NH:6][C:5]([C:7]([F:10])([F:9])[F:8])=[N:4][C:3]=1[C:11]1[CH:16]=[CH:15][CH:14]=[C:13]([Cl:17])[CH:12]=1.CC1(C)C(C)(C)OB([C:26]2[CH:27]=[CH:28][C:29]3[N:30]([N:32]=[CH:33][N:34]=3)[CH:31]=2)O1.C([O-])([O-])=O.[Na+].[Na+], predict the reaction product. The product is: [Cl:17][C:13]1[CH:12]=[C:11]([C:3]2[N:4]=[C:5]([C:7]([F:10])([F:9])[F:8])[NH:6][C:2]=2[C:26]2[CH:27]=[CH:28][C:29]3[N:30]([N:32]=[CH:33][N:34]=3)[CH:31]=2)[CH:16]=[CH:15][CH:14]=1. (3) Given the reactants [Br:1]N1C(=O)NC(=O)N(Br)C1=O.CN(C=O)C.[CH2:17]([O:24][C:25]1[CH:26]=[C:27]([C:35]2[CH:40]=[CH:39][C:38]([F:41])=[CH:37][C:36]=2[F:42])[CH:28]=[CH:29][C:30]=1[C:31]([O:33][CH3:34])=[O:32])[C:18]1[CH:23]=[CH:22][CH:21]=[CH:20][CH:19]=1, predict the reaction product. The product is: [CH2:17]([O:24][C:25]1[C:30]([C:31]([O:33][CH3:34])=[O:32])=[CH:29][C:28]([Br:1])=[C:27]([C:35]2[CH:40]=[CH:39][C:38]([F:41])=[CH:37][C:36]=2[F:42])[CH:26]=1)[C:18]1[CH:19]=[CH:20][CH:21]=[CH:22][CH:23]=1. (4) Given the reactants [CH2:1]([C:5]1[C:6]([C:16]([OH:18])=O)=[N:7][O:8][C:9]=1[C:10]1[CH:15]=[CH:14][CH:13]=[CH:12][CH:11]=1)[CH:2]([CH3:4])[CH3:3].[Li].O/[N:21]=[C:22](/[C:24]1[CH:41]=[CH:40][C:27]([CH2:28][N:29]2[CH2:32][CH:31]([C:33]([O:35][C:36]([CH3:39])([CH3:38])[CH3:37])=[O:34])[CH2:30]2)=[CH:26][CH:25]=1)\[NH2:23].Cl.C(N=C=NCCCN(C)C)C.C1C=CC2N(O)N=NC=2C=1, predict the reaction product. The product is: [CH2:1]([C:5]1[C:6]([C:16]2[O:18][N:23]=[C:22]([C:24]3[CH:25]=[CH:26][C:27]([CH2:28][N:29]4[CH2:30][CH:31]([C:33]([O:35][C:36]([CH3:37])([CH3:39])[CH3:38])=[O:34])[CH2:32]4)=[CH:40][CH:41]=3)[N:21]=2)=[N:7][O:8][C:9]=1[C:10]1[CH:11]=[CH:12][CH:13]=[CH:14][CH:15]=1)[CH:2]([CH3:3])[CH3:4]. (5) Given the reactants C([O:8][C:9]1[CH:30]=[C:29]([Cl:31])[C:12]([CH2:13][CH:14]2[CH2:18][CH2:17][N:16]([CH:19]3[CH2:27][CH2:26][C:22]4[NH:23][CH:24]=[N:25][C:21]=4[CH2:20]3)[C:15]2=[O:28])=[C:11]([Cl:32])[CH:10]=1)C1C=CC=CC=1, predict the reaction product. The product is: [Cl:31][C:29]1[CH:30]=[C:9]([OH:8])[CH:10]=[C:11]([Cl:32])[C:12]=1[CH2:13][CH:14]1[CH2:18][CH2:17][N:16]([CH:19]2[CH2:27][CH2:26][C:22]3[NH:23][CH:24]=[N:25][C:21]=3[CH2:20]2)[C:15]1=[O:28]. (6) Given the reactants [CH2:1]([N:3]1[C:7]2=[N:8][C:9]([CH2:28][CH3:29])=[C:10]([CH2:19][NH:20][C:21](=[O:27])[CH2:22][CH2:23][C:24]([OH:26])=O)[C:11]([NH:12][CH:13]3[CH2:18][CH2:17][O:16][CH2:15][CH2:14]3)=[C:6]2[CH:5]=[N:4]1)[CH3:2].[CH3:30][N:31]1[CH2:36][CH2:35][CH:34]([CH2:37][C:38]2[CH:39]=[C:40]([C:44]3[CH:49]=[CH:48][CH:47]=[C:46]([CH2:50][NH2:51])[CH:45]=3)[CH:41]=[CH:42][CH:43]=2)[CH2:33][CH2:32]1.C(N(CC)CC)C.ClCCl, predict the reaction product. The product is: [CH2:1]([N:3]1[C:7]2=[N:8][C:9]([CH2:28][CH3:29])=[C:10]([CH2:19][NH:20][C:21](=[O:27])[CH2:22][CH2:23][C:24]([NH:51][CH2:50][C:46]3[CH:45]=[C:44]([C:40]4[CH:41]=[CH:42][CH:43]=[C:38]([CH2:37][CH:34]5[CH2:35][CH2:36][N:31]([CH3:30])[CH2:32][CH2:33]5)[CH:39]=4)[CH:49]=[CH:48][CH:47]=3)=[O:26])[C:11]([NH:12][CH:13]3[CH2:18][CH2:17][O:16][CH2:15][CH2:14]3)=[C:6]2[CH:5]=[N:4]1)[CH3:2]. (7) The product is: [CH2:1]([O:3][C:4]([C:6]1([C:9]2[CH:10]=[CH:11][C:12]([C:15]3[CH:20]=[CH:19][C:18]([C:21]4[O:25][N:24]=[C:23]([CH3:26])[C:22]=4[NH:27][C:29]4[CH:34]=[CH:33][CH:32]=[C:31]([CH2:35][C:36]5[CH:41]=[CH:40][CH:39]=[CH:38][C:37]=5[F:42])[N:30]=4)=[CH:17][CH:16]=3)=[CH:13][CH:14]=2)[CH2:8][CH2:7]1)=[O:5])[CH3:2]. Given the reactants [CH2:1]([O:3][C:4]([C:6]1([C:9]2[CH:14]=[CH:13][C:12]([C:15]3[CH:20]=[CH:19][C:18]([C:21]4[O:25][N:24]=[C:23]([CH3:26])[C:22]=4[NH2:27])=[CH:17][CH:16]=3)=[CH:11][CH:10]=2)[CH2:8][CH2:7]1)=[O:5])[CH3:2].Br[C:29]1[CH:34]=[CH:33][CH:32]=[C:31]([CH2:35][C:36]2[CH:41]=[CH:40][CH:39]=[CH:38][C:37]=2[F:42])[N:30]=1, predict the reaction product.